This data is from Reaction yield outcomes from USPTO patents with 853,638 reactions. The task is: Predict the reaction yield, written as a fraction of the theoretical maximum amount of product (1.0 means a 100% yield; for example, 0.34 means a 34% yield). (1) The reactants are Cl.[F:2][C:3]([F:31])([F:30])[C:4]1[CH:5]=[C:6]([N:10]2[CH2:15][CH2:14][N:13]([CH:16]([CH3:29])[C:17]([C:19]3[CH:28]=[CH:27][C:22]4[NH:23][C:24](=[O:26])[S:25][C:21]=4[CH:20]=3)=[O:18])[CH2:12][CH2:11]2)[CH:7]=[CH:8][CH:9]=1.[BH4-].[Na+].Cl. The catalyst is CO. The product is [OH:18][CH:17]([C:19]1[CH:28]=[CH:27][C:22]2[NH:23][C:24](=[O:26])[S:25][C:21]=2[CH:20]=1)[CH:16]([N:13]1[CH2:12][CH2:11][N:10]([C:6]2[CH:7]=[CH:8][CH:9]=[C:4]([C:3]([F:2])([F:30])[F:31])[CH:5]=2)[CH2:15][CH2:14]1)[CH3:29]. The yield is 0.322. (2) The reactants are C(OC([N:8]([C:13]1[CH:14]=[C:15]([CH2:24][C:25]([O:27][CH2:28][C:29]([O:31][C@H:32]([C:43]2[CH:48]=[CH:47][C:46]([O:49][CH:50]([F:52])[F:51])=[C:45]([O:53][CH2:54][CH:55]3[CH2:57][CH2:56]3)[CH:44]=2)[CH2:33][C:34]2[C:39]([Cl:40])=[CH:38][N+:37]([O-:41])=[CH:36][C:35]=2[Cl:42])=[O:30])=[O:26])[CH:16]=[CH:17][C:18]=1[O:19][CH2:20][CH:21]1[CH2:23][CH2:22]1)[S:9]([CH3:12])(=[O:11])=[O:10])=O)(C)(C)C.O1CCOCC1. The catalyst is C(Cl)Cl.Cl. The product is [Cl:42][C:35]1[CH:36]=[N+:37]([O-:41])[CH:38]=[C:39]([Cl:40])[C:34]=1[CH2:33][C@H:32]([O:31][C:29](=[O:30])[CH2:28][O:27][C:25](=[O:26])[CH2:24][C:15]1[CH:16]=[CH:17][C:18]([O:19][CH2:20][CH:21]2[CH2:22][CH2:23]2)=[C:13]([NH:8][S:9]([CH3:12])(=[O:10])=[O:11])[CH:14]=1)[C:43]1[CH:48]=[CH:47][C:46]([O:49][CH:50]([F:52])[F:51])=[C:45]([O:53][CH2:54][CH:55]2[CH2:56][CH2:57]2)[CH:44]=1. The yield is 0.269. (3) The catalyst is O.C(O)(=O)C.CO. The reactants are [CH:1]1([N:4]2[CH2:9][CH2:8][N:7]([C:10]([O:12]C(C)(C)C)=O)[CH2:6][CH2:5]2)[CH2:3][CH2:2]1.[N:17]1([C:23](OC(C)(C)C)=O)[CH2:22][CH2:21]N[CH2:19][CH2:18]1.C(O[C:33]1(O[Si](C)(C)C)[CH2:35][CH2:34]1)C.[BH3-]C#N.[Na+].[OH-:45].[Na+].O1C[CH2:50][CH2:49][CH2:48]1. The product is [CH:1]1([N:4]2[CH2:5][CH2:6][N:7]([C:10]([C:34]3[CH:35]=[CH:33][C:50]([CH2:23][N:17]4[CH2:18][CH2:19][O:45][CH2:21][CH2:22]4)=[CH:49][CH:48]=3)=[O:12])[CH2:8][CH2:9]2)[CH2:2][CH2:3]1. The yield is 1.00.